From a dataset of Full USPTO retrosynthesis dataset with 1.9M reactions from patents (1976-2016). Predict the reactants needed to synthesize the given product. (1) Given the product [C:16]1([N:6]2[C:7]3[C:12](=[CH:11][CH:10]=[CH:9][CH:8]=3)[CH2:13][C:14]3[CH:1]=[CH:2][CH:3]=[CH:4][C:5]2=3)[CH:21]=[CH:20][CH:19]=[CH:18][CH:17]=1, predict the reactants needed to synthesize it. The reactants are: [CH:1]1[C:14]2[CH2:13][C:12]3[C:7](=[CH:8][CH:9]=[CH:10][CH:11]=3)[NH:6][C:5]=2[CH:4]=[CH:3][CH:2]=1.Br[C:16]1[CH:21]=[CH:20][CH:19]=[CH:18][CH:17]=1.CC(C)([O-])C.[Na+]. (2) The reactants are: [O-:1][CH2:2][CH3:3].[Na+].[Cl:5][C:6]1[CH:11]=[CH:10][C:9]([N+:12]([O-:14])=[O:13])=[C:8](F)[CH:7]=1. Given the product [Cl:5][C:6]1[CH:11]=[CH:10][C:9]([N+:12]([O-:14])=[O:13])=[C:8]([O:1][CH2:2][CH3:3])[CH:7]=1, predict the reactants needed to synthesize it. (3) Given the product [Cl:26][CH2:27][CH2:28][NH:29][C:30]([NH:1][C:2]1[N:7]=[N:6][C:5]([N:8]2[CH2:9][CH2:10][N:11]([C:14](=[O:15])[C:16]3[CH:21]=[CH:20][CH:19]=[CH:18][C:17]=3[C:22]([F:25])([F:24])[F:23])[CH2:12][CH2:13]2)=[CH:4][CH:3]=1)=[O:31], predict the reactants needed to synthesize it. The reactants are: [NH2:1][C:2]1[N:7]=[N:6][C:5]([N:8]2[CH2:13][CH2:12][N:11]([C:14]([C:16]3[CH:21]=[CH:20][CH:19]=[CH:18][C:17]=3[C:22]([F:25])([F:24])[F:23])=[O:15])[CH2:10][CH2:9]2)=[CH:4][CH:3]=1.[Cl:26][CH2:27][CH2:28][N:29]=[C:30]=[O:31]. (4) The reactants are: [CH3:1][O:2][C:3](=[O:29])[CH2:4][C:5]1[CH:14]=[C:13]([C:15](=[O:27])[C:16]2[CH:21]=[CH:20][C:19]([S:22](=[O:26])(=[O:25])[NH:23][CH3:24])=[CH:18][CH:17]=2)[C:12]2[C:7](=[CH:8][CH:9]=[C:10]([F:28])[CH:11]=2)[CH:6]=1.[H][H].COC(=O)CC1C=C(CC2C=CC(S(=O)(=O)NC)=CC=2)C2C(=CC=C(F)C=2)C=1. Given the product [CH3:1][O:2][C:3](=[O:29])[CH2:4][C:5]1[CH:14]=[C:13]([CH:15]([OH:27])[C:16]2[CH:17]=[CH:18][C:19]([S:22](=[O:26])(=[O:25])[NH:23][CH3:24])=[CH:20][CH:21]=2)[C:12]2[C:7](=[CH:8][CH:9]=[C:10]([F:28])[CH:11]=2)[CH:6]=1, predict the reactants needed to synthesize it. (5) Given the product [OH:6][C:7]1[C:12]2[N:13]=[CH:14][S:15][C:11]=2[CH:10]=[CH:9][CH:8]=1, predict the reactants needed to synthesize it. The reactants are: B(Br)(Br)Br.C[O:6][C:7]1[C:12]2[N:13]=[CH:14][S:15][C:11]=2[CH:10]=[CH:9][CH:8]=1.